From a dataset of Reaction yield outcomes from USPTO patents with 853,638 reactions. Predict the reaction yield, written as a fraction of the theoretical maximum amount of product (1.0 means a 100% yield; for example, 0.34 means a 34% yield). (1) The yield is 0.860. The product is [F:22][C:23]1[CH:24]=[C:25]([C:2]2[C:3]([CH:8]3[CH2:11][N:10]([C:12]4[N:21]=[CH:20][C:19]5[C:14](=[CH:15][CH:16]=[CH:17][CH:18]=5)[N:13]=4)[CH2:9]3)=[N:4][CH:5]=[CH:6][N:7]=2)[CH:26]=[CH:27][C:28]=1[C:29]([NH:30][CH3:31])=[O:32]. The catalyst is O1CCOCC1.O.Cl[Pd](Cl)([P](C1C=CC=CC=1)(C1C=CC=CC=1)C1C=CC=CC=1)[P](C1C=CC=CC=1)(C1C=CC=CC=1)C1C=CC=CC=1. The reactants are Cl[C:2]1[C:3]([CH:8]2[CH2:11][N:10]([C:12]3[N:21]=[CH:20][C:19]4[C:14](=[CH:15][CH:16]=[CH:17][CH:18]=4)[N:13]=3)[CH2:9]2)=[N:4][CH:5]=[CH:6][N:7]=1.[F:22][C:23]1[CH:24]=[C:25](B(O)O)[CH:26]=[CH:27][C:28]=1[C:29](=[O:32])[NH:30][CH3:31].C(=O)([O-])[O-].[Na+].[Na+]. (2) The reactants are [Cl:1][C:2]1[C:3]([O:12][C:13]2[CH:18]=[C:17]([O:19][CH2:20][CH2:21][O:22][CH3:23])[CH:16]=[CH:15][C:14]=2[CH2:24][CH2:25][CH2:26][OH:27])=[N:4][CH:5]=[C:6]([C:8]([F:11])([F:10])[F:9])[CH:7]=1.C(N(CC)C(C)C)(C)C.[C:37]1([S:43]([N:46]=[C:47]=[O:48])(=[O:45])=[O:44])[CH:42]=[CH:41][CH:40]=[CH:39][CH:38]=1.C(OC(=O)C)(=O)C.Cl. The catalyst is C(#N)C.C(OCC)(=O)C.N1C=CC=CC=1. The product is [C:37]1([S:43]([NH:46][C:47](=[O:48])[O:27][CH2:26][CH2:25][CH2:24][C:14]2[CH:15]=[CH:16][C:17]([O:19][CH2:20][CH2:21][O:22][CH3:23])=[CH:18][C:13]=2[O:12][C:3]2[C:2]([Cl:1])=[CH:7][C:6]([C:8]([F:9])([F:11])[F:10])=[CH:5][N:4]=2)(=[O:44])=[O:45])[CH:38]=[CH:39][CH:40]=[CH:41][CH:42]=1. The yield is 0.450. (3) The reactants are [CH2:1]([NH:5][C:6]1[N:11]=[C:10]([C:12]2[C:13]([C:22]3[CH:27]=[CH:26][C:25]([F:28])=[CH:24][CH:23]=3)=[N:14][N:15]3[C:20](Cl)=[CH:19][CH:18]=[CH:17][C:16]=23)[CH:9]=[CH:8][N:7]=1)[CH2:2][CH2:3][CH3:4].[CH2:29]([NH2:32])[CH:30]=[CH2:31]. No catalyst specified. The product is [CH2:29]([NH:32][C:20]1[N:15]2[N:14]=[C:13]([C:22]3[CH:27]=[CH:26][C:25]([F:28])=[CH:24][CH:23]=3)[C:12]([C:10]3[CH:9]=[CH:8][N:7]=[C:6]([NH:5][CH2:1][CH2:2][CH2:3][CH3:4])[N:11]=3)=[C:16]2[CH:17]=[CH:18][CH:19]=1)[CH:30]=[CH2:31]. The yield is 0.880. (4) The yield is 0.139. The catalyst is O1CCCC1. The reactants are I[C:2]1[C:10]2[C:5](=[N:6][CH:7]=[CH:8][CH:9]=2)[N:4]([Si:11]([CH:18]([CH3:20])[CH3:19])([CH:15]([CH3:17])[CH3:16])[CH:12]([CH3:14])[CH3:13])[CH:3]=1.C([Mg]Cl)(C)C.[CH2:26]([O:28][C:29]1[C:36]([O:37][CH2:38][C:39]2[CH:44]=[CH:43][CH:42]=[CH:41][CH:40]=2)=[CH:35][CH:34]=[CH:33][C:30]=1[CH:31]=[O:32])[CH3:27].O. The product is [CH2:38]([O:37][C:36]1[C:29]([O:28][CH2:26][CH3:27])=[C:30]([CH:31]([C:2]2[C:10]3[C:5](=[N:6][CH:7]=[CH:8][CH:9]=3)[N:4]([Si:11]([CH:18]([CH3:20])[CH3:19])([CH:15]([CH3:17])[CH3:16])[CH:12]([CH3:14])[CH3:13])[CH:3]=2)[OH:32])[CH:33]=[CH:34][CH:35]=1)[C:39]1[CH:40]=[CH:41][CH:42]=[CH:43][CH:44]=1. (5) The reactants are [Br:1][C:2]1[CH:11]=[C:10]2[C:5]([CH2:6][CH2:7][NH:8][CH2:9]2)=[CH:4][CH:3]=1.C(N(CC)CC)C.[C:19](OC(=O)C)(=[O:21])[CH3:20].Cl. The catalyst is CN(C)C1C=CN=CC=1.ClCCl. The product is [C:19]([N:8]1[CH2:7][CH2:6][C:5]2[C:10](=[CH:11][C:2]([Br:1])=[CH:3][CH:4]=2)[CH2:9]1)(=[O:21])[CH3:20]. The yield is 0.990. (6) The product is [C:1]([O:5][C:6]([N:8]1[C@@H:12]([CH2:13][N:14]([CH2:25][C:26]2[CH:31]=[CH:30][CH:29]=[CH:28][CH:27]=2)[C:15]2[CH:16]=[CH:17][CH:18]=[CH:19][CH:20]=2)[CH2:11][O:10][C:9]1([CH3:22])[CH3:21])=[O:7])([CH3:4])([CH3:2])[CH3:3]. The yield is 0.770. The catalyst is ClCCCl. The reactants are [C:1]([O:5][C:6]([N:8]1[C@@H:12]([CH2:13][NH:14][C:15]2[CH:20]=[CH:19][CH:18]=[CH:17][CH:16]=2)[CH2:11][O:10][C:9]1([CH3:22])[CH3:21])=[O:7])([CH3:4])([CH3:3])[CH3:2].CO[CH:25](OC)[C:26]1[CH:31]=[CH:30][CH:29]=[CH:28][CH:27]=1.FC(F)(F)C(O)=O.C(O[BH-](OC(=O)C)OC(=O)C)(=O)C.[Na+]. (7) The reactants are [NH2:1][C:2]1[CH:7]=[CH:6][CH:5]=[CH:4][C:3]=1[OH:8].C[Si](Cl)(C)C.[C:14](Cl)(=[O:16])[CH3:15].N. The catalyst is N1C=CC=CC=1. The product is [OH:8][C:3]1[CH:4]=[CH:5][CH:6]=[CH:7][C:2]=1[NH:1][C:14](=[O:16])[CH3:15]. The yield is 0.700.